Dataset: Reaction yield outcomes from USPTO patents with 853,638 reactions. Task: Predict the reaction yield, written as a fraction of the theoretical maximum amount of product (1.0 means a 100% yield; for example, 0.34 means a 34% yield). (1) The reactants are [CH3:1][O:2][C:3]1[CH:4]=[C:5]([CH:9]=[CH:10][C:11]=1[N+:12]([O-:14])=[O:13])[C:6](O)=[O:7].S(Cl)([Cl:17])=O. No catalyst specified. The product is [CH3:1][O:2][C:3]1[CH:4]=[C:5]([CH:9]=[CH:10][C:11]=1[N+:12]([O-:14])=[O:13])[C:6]([Cl:17])=[O:7]. The yield is 0.870. (2) The yield is 0.750. The catalyst is CO.[O-2].[O-2].[Mn+4]. The reactants are OO.[CH2:3]([O:10][C:11]1[CH:12]=[N:13][C:14]2[C:19]([C:20]=1[C:21]#[N:22])=[N:18][C:17]([O:23][CH3:24])=[CH:16][CH:15]=2)[C:4]1[CH:9]=[CH:8][CH:7]=[CH:6][CH:5]=1.[OH-].[Na+].C(OCC)(=[O:29])C. The product is [CH2:3]([O:10][C:11]1[CH:12]=[N:13][C:14]2[C:19]([C:20]=1[C:21]([NH2:22])=[O:29])=[N:18][C:17]([O:23][CH3:24])=[CH:16][CH:15]=2)[C:4]1[CH:5]=[CH:6][CH:7]=[CH:8][CH:9]=1. (3) The reactants are [Br:1][C:2]1[N:7]=[C:6]([NH:8][CH2:9][C:10]2[CH:11]=[CH:12][C:13]3[O:17][CH2:16][CH2:15][C:14]=3[CH:18]=2)[C:5]([NH2:19])=[N:4][CH:3]=1.[N:20]([O-])=O.[Na+]. The catalyst is CC(O)=O.O. The product is [Br:1][C:2]1[N:7]=[C:6]2[N:8]([CH2:9][C:10]3[CH:11]=[CH:12][C:13]4[O:17][CH2:16][CH2:15][C:14]=4[CH:18]=3)[N:20]=[N:19][C:5]2=[N:4][CH:3]=1. The yield is 0.520.